From a dataset of Forward reaction prediction with 1.9M reactions from USPTO patents (1976-2016). Predict the product of the given reaction. (1) Given the reactants I[C:2]1[CH:3]=[N:4][N:5]([CH2:7][CH2:8][CH2:9][CH2:10][C:11]([F:14])([F:13])[F:12])[CH:6]=1.C([Mg]Cl)(C)C.[F:20][C:21]([F:31])([F:30])[C:22](N1CCCCC1)=[O:23], predict the reaction product. The product is: [F:20][C:21]([F:31])([F:30])[C:22]([C:2]1[CH:3]=[N:4][N:5]([CH2:7][CH2:8][CH2:9][CH2:10][C:11]([F:14])([F:13])[F:12])[CH:6]=1)=[O:23]. (2) Given the reactants [Cl:1]CC(NC1C(C)=CC=CC=1C)=O.C(=O)([O-])[O-].[Na+].[Na+].C(NCC)C.[CH2:25](Cl)[C:26]1[CH:31]=[CH:30][CH:29]=[CH:28][CH:27]=1.[CH3:33][CH2:34][N:35]([CH2:38][C:39]([NH:41][C:42]1[C:43]([CH3:49])=[CH:44][CH:45]=[CH:46][C:47]=1[CH3:48])=[O:40])[CH2:36][CH3:37], predict the reaction product. The product is: [CH3:37][CH2:36][N+:35]([CH2:38][C:39]([NH:41][C:42]1[C:43]([CH3:49])=[CH:44][CH:45]=[CH:46][C:47]=1[CH3:48])=[O:40])([CH2:25][C:26]1[CH:31]=[CH:30][CH:29]=[CH:28][CH:27]=1)[CH2:34][CH3:33].[Cl-:1].